Dataset: Forward reaction prediction with 1.9M reactions from USPTO patents (1976-2016). Task: Predict the product of the given reaction. (1) Given the reactants [N+:1]([C:4]1[CH:9]=[CH:8][CH:7]=[CH:6][C:5]=1[CH2:10][CH2:11][NH2:12])([O-:3])=[O:2].O=[C:14]1[CH2:19][CH2:18][N:17]([C:20]([O:22][C:23]([CH3:26])([CH3:25])[CH3:24])=[O:21])[CH2:16][CH2:15]1.C(O)(=O)C.[BH3-]C#N.[Na+], predict the reaction product. The product is: [N+:1]([C:4]1[CH:9]=[CH:8][CH:7]=[CH:6][C:5]=1[CH2:10][CH2:11][NH:12][CH:14]1[CH2:19][CH2:18][N:17]([C:20]([O:22][C:23]([CH3:26])([CH3:25])[CH3:24])=[O:21])[CH2:16][CH2:15]1)([O-:3])=[O:2]. (2) Given the reactants OC1C=CC(C(N[C:9]2[CH:10]=[C:11]([CH:18]=[CH:19][C:20]=2[CH3:21])[C:12]([NH:14][CH:15]2[CH2:17][CH2:16]2)=[O:13])=O)=CC=1.[C:37]1(P([C:37]2[CH:42]=[CH:41][CH:40]=[CH:39][CH:38]=2)[C:37]2[CH:42]=[CH:41][CH:40]=[CH:39][CH:38]=2)[CH:42]=[CH:41][CH:40]=[CH:39][CH:38]=1.[N:43]1[CH:48]=[CH:47][CH:46]=[CH:45][C:44]=1[CH:49]([OH:51])[CH3:50].N(C(OCC)=O)=[N:53][C:54](OCC)=[O:55], predict the reaction product. The product is: [CH:15]1([NH:14][C:12](=[O:13])[C:11]2[CH:10]=[CH:9][C:20]([CH3:21])=[CH:19][C:18]=2[NH:53][C:54](=[O:55])[C:37]2[CH:38]=[CH:39][C:40]([O:51][CH:49]([C:44]3[CH:45]=[CH:46][CH:47]=[CH:48][N:43]=3)[CH3:50])=[CH:41][CH:42]=2)[CH2:16][CH2:17]1. (3) Given the reactants [CH3:1][C:2]1([CH3:33])[CH2:11][CH:10]=[C:9]([C:12]2[CH:17]=[C:16]([CH3:18])[CH:15]=[C:14]([CH3:19])[CH:13]=2)[C:8]2[CH:7]=[C:6]([C:20]#[C:21][C:22]3[CH:32]=[CH:31][C:25]([C:26]([O:28]CC)=[O:27])=[CH:24][CH:23]=3)[CH:5]=[CH:4][C:3]1=2.[OH-].[Na+].Cl, predict the reaction product. The product is: [CH3:1][C:2]1([CH3:33])[CH2:11][CH:10]=[C:9]([C:12]2[CH:13]=[C:14]([CH3:19])[CH:15]=[C:16]([CH3:18])[CH:17]=2)[C:8]2[CH:7]=[C:6]([C:20]#[C:21][C:22]3[CH:23]=[CH:24][C:25]([C:26]([OH:28])=[O:27])=[CH:31][CH:32]=3)[CH:5]=[CH:4][C:3]1=2. (4) Given the reactants [C:1]([C:4]1([C:7]([O:9][C:10]([CH3:13])([CH3:12])[CH3:11])=[O:8])[CH2:6][CH2:5]1)(=O)[CH3:2].[Cl-].[NH4+:15].[C-:16]#[N:17].[Na+], predict the reaction product. The product is: [NH2:15][C:1]([C:4]1([C:7]([O:9][C:10]([CH3:13])([CH3:12])[CH3:11])=[O:8])[CH2:6][CH2:5]1)([C:16]#[N:17])[CH3:2]. (5) Given the reactants [OH:1][NH:2][C:3](=[NH:13])[C:4]1[CH:9]=[CH:8][C:7]([N+:10]([O-:12])=[O:11])=[CH:6][CH:5]=1.[C:14](OC(=O)C)(=O)[CH3:15], predict the reaction product. The product is: [CH3:14][C:15]1[O:1][N:2]=[C:3]([C:4]2[CH:5]=[CH:6][C:7]([N+:10]([O-:12])=[O:11])=[CH:8][CH:9]=2)[N:13]=1. (6) The product is: [Br:1][C:2]1[CH:3]=[C:4]([CH2:8][CH2:9][CH2:16][C:11]([O:13][CH2:14][CH3:15])=[O:12])[CH:5]=[CH:6][CH:7]=1. Given the reactants [Br:1][C:2]1[CH:3]=[C:4]([CH2:8][CH:9]=O)[CH:5]=[CH:6][CH:7]=1.[C:11]([CH:16]=P(C1C=CC=CC=1)(C1C=CC=CC=1)C1C=CC=CC=1)([O:13][CH2:14][CH3:15])=[O:12], predict the reaction product. (7) Given the reactants [CH3:1][C:2]1[CH:3]=[C:4]([CH:9]=[CH:10][C:11]=1[CH:12]1[S:18][CH2:17][CH2:16][NH:15][C:14]2[N:19]([CH3:28])[N:20]=[C:21]([C:22]3[CH:27]=[CH:26][CH:25]=[CH:24][N:23]=3)[C:13]1=2)[C:5](OC)=[O:6].[NH2:29][C:30]1[C:31]([CH3:36])=[N:32][CH:33]=[CH:34][CH:35]=1.C[Si]([N-][Si](C)(C)C)(C)C.[Li+], predict the reaction product. The product is: [CH3:1][C:2]1[CH:3]=[C:4]([CH:9]=[CH:10][C:11]=1[CH:12]1[S:18][CH2:17][CH2:16][NH:15][C:14]2[N:19]([CH3:28])[N:20]=[C:21]([C:22]3[CH:27]=[CH:26][CH:25]=[CH:24][N:23]=3)[C:13]1=2)[C:5]([NH:29][C:30]1[C:31]([CH3:36])=[N:32][CH:33]=[CH:34][CH:35]=1)=[O:6].